From a dataset of CYP2C19 inhibition data for predicting drug metabolism from PubChem BioAssay. Regression/Classification. Given a drug SMILES string, predict its absorption, distribution, metabolism, or excretion properties. Task type varies by dataset: regression for continuous measurements (e.g., permeability, clearance, half-life) or binary classification for categorical outcomes (e.g., BBB penetration, CYP inhibition). Dataset: cyp2c19_veith. (1) The compound is CC(=O)Nc1cc(C(=O)N2CCCC2)ccc1S(=O)(=O)c1ccc(C)cc1. The result is 0 (non-inhibitor). (2) The molecule is O=C(Nc1cccc(Cl)c1)N1CCN2C(=O)c3ccccc3C12c1ccccc1. The result is 1 (inhibitor). (3) The molecule is CN(Cc1ccco1)c1ccnc(-c2cccnc2)n1. The result is 1 (inhibitor). (4) The compound is O=C(c1csnn1)N1CCC[C@@]2(CCN(c3ccncc3)C2)C1. The result is 0 (non-inhibitor). (5) The drug is COc1ccc(COC(=O)N/N=C2/C[C@@H](O)[C@@H](O)[C@H]3[C@@H]2CC[C@@H]2C(=O)N([C@@H](C)c4ccccc4)C(=O)[C@H]23)cc1. The result is 0 (non-inhibitor). (6) The molecule is CCn1c(C)c(C)c2cc(C(=O)Nc3cccc(Cl)c3)ccc21. The result is 1 (inhibitor). (7) The molecule is C=C(C)[C@@H]1[C@@H]2C(=O)O[C@H]1[C@H]1OC(=O)[C@@]34O[C@@H]3C[C@]2(O)[C@@]14C.CC(C)(O)[C@@H]1[C@@H]2C(=O)O[C@H]1[C@H]1OC(=O)[C@@]34O[C@@H]3C[C@]2(O)[C@@]14C. The result is 0 (non-inhibitor).